This data is from Full USPTO retrosynthesis dataset with 1.9M reactions from patents (1976-2016). The task is: Predict the reactants needed to synthesize the given product. (1) Given the product [Br:1][C:2]1[CH:3]=[C:4]([C:8]2[N:12]([CH2:13][CH2:14][O:15][CH2:16][Si:17]([CH3:19])([CH3:18])[CH3:20])[N:11]=[CH:10][C:9]=2[NH2:21])[CH:5]=[CH:6][CH:7]=1, predict the reactants needed to synthesize it. The reactants are: [Br:1][C:2]1[CH:3]=[C:4]([C:8]2[N:12]([CH2:13][CH2:14][O:15][CH2:16][Si:17]([CH3:20])([CH3:19])[CH3:18])[N:11]=[CH:10][C:9]=2[N+:21]([O-])=O)[CH:5]=[CH:6][CH:7]=1.O.[Cl-].[NH4+]. (2) Given the product [CH2:1]([C@H:7]1[CH2:11][C@@H:10]([CH3:12])[O:9][C:8]1=[O:13])[CH2:2][CH2:3][CH2:4][CH2:5][CH3:6], predict the reactants needed to synthesize it. The reactants are: [CH:1](=[C:7]1[CH2:11][CH:10]([CH3:12])[O:9][C:8]1=[O:13])[CH2:2][CH2:3][CH2:4][CH2:5][CH3:6].C(O)C. (3) Given the product [Br:20][CH2:12][C:9]1[CH:10]=[CH:11][C:2]([F:1])=[C:3]([CH:8]=1)[C:4]([O:6][CH3:7])=[O:5], predict the reactants needed to synthesize it. The reactants are: [F:1][C:2]1[CH:11]=[CH:10][C:9]([CH3:12])=[CH:8][C:3]=1[C:4]([O:6][CH3:7])=[O:5].C1C(=O)N([Br:20])C(=O)C1.CC(N=NC(C#N)(C)C)(C#N)C. (4) Given the product [NH2:1][C@H:2]1[C:7]([F:9])([F:8])[CH2:6][CH2:5][CH2:4][C@H:3]1[NH:10][C:11]1[N:12]=[C:13]([NH:31][C:24]2[CH:23]=[N:22][N:26]3[CH:27]=[CH:28][CH:29]=[CH:30][C:25]=23)[C:14]([C:17]([NH2:18])=[O:33])=[N:15][CH:16]=1, predict the reactants needed to synthesize it. The reactants are: [NH2:1][C@H:2]1[C:7]([F:9])([F:8])[CH2:6][CH2:5][CH2:4][C@H:3]1[NH:10][C:11]1[N:12]=[C:13](Cl)[C:14]([C:17]#[N:18])=[N:15][CH:16]=1.Cl.Cl.[N:22]1[N:26]2[CH:27]=[CH:28][CH:29]=[CH:30][C:25]2=[C:24]([NH2:31])[CH:23]=1.C(=O)([O-])[O-:33].[Cs+].[Cs+].C1C=CC(P(C2C(C3C(P(C4C=CC=CC=4)C4C=CC=CC=4)=CC=C4C=3C=CC=C4)=C3C(C=CC=C3)=CC=2)C2C=CC=CC=2)=CC=1.[OH-].[K+].OO.